From a dataset of Reaction yield outcomes from USPTO patents with 853,638 reactions. Predict the reaction yield, written as a fraction of the theoretical maximum amount of product (1.0 means a 100% yield; for example, 0.34 means a 34% yield). The reactants are [Mg].II.[CH2:4](Br)[CH2:5][CH2:6][CH2:7][CH2:8]/[CH:9]=[CH:10]\[CH2:11]/[CH:12]=[CH:13]\[CH2:14]/[CH:15]=[CH:16]\[CH2:17][CH2:18][CH2:19][CH2:20][CH3:21].C([O:25][CH2:26][CH3:27])=O.[OH-].[K+]. The catalyst is C(OCC)C. The product is [CH2:4]([CH:26]([CH2:27][CH2:20][CH2:19][CH2:18][CH2:17]/[CH:16]=[CH:15]\[CH2:14]/[CH:13]=[CH:12]\[CH2:11]/[CH:10]=[CH:9]\[CH2:8][CH2:7][CH2:6][CH2:5][CH3:4])[OH:25])[CH2:5][CH2:6][CH2:7][CH2:8]/[CH:9]=[CH:10]\[CH2:11]/[CH:12]=[CH:13]\[CH2:14]/[CH:15]=[CH:16]\[CH2:17][CH2:18][CH2:19][CH2:20][CH3:21]. The yield is 0.580.